Dataset: Forward reaction prediction with 1.9M reactions from USPTO patents (1976-2016). Task: Predict the product of the given reaction. (1) Given the reactants [S:1]1[CH:5]=[CH:4][C:3]2[C:6](=O)[CH2:7][CH2:8][C:2]1=2.[Br:10][C:11]1[CH:16]=[CH:15][C:14]([N:17]=[C:18]=S)=[CH:13][CH:12]=1.C[Si](C)(C)[Si](C)(C)C.[Li].O.[NH2:30][NH2:31], predict the reaction product. The product is: [Br:10][C:11]1[CH:16]=[CH:15][C:14]([NH:17][C:18]2[C:7]3[CH2:8][C:2]4[S:1][CH:5]=[CH:4][C:3]=4[C:6]=3[NH:31][N:30]=2)=[CH:13][CH:12]=1. (2) Given the reactants F[C:2]1[CH:9]=[CH:8][CH:7]=[C:6]([I:10])[C:3]=1[C:4]#[N:5].[CH3:11][NH:12]N.C[N:15](C)C(=O)C, predict the reaction product. The product is: [I:10][C:6]1[CH:7]=[CH:8][CH:9]=[C:2]2[C:3]=1[C:4]([NH2:15])=[N:5][N:12]2[CH3:11]. (3) Given the reactants [NH2:1][C:2]1[CH:7]=[C:6]([O:8][CH3:9])[CH:5]=[CH:4][C:3]=1[CH2:10][OH:11].[Cl:12][C:13]1[N:18]=[C:17](Cl)[CH:16]=[CH:15][N:14]=1.C(N(C(C)C)C(C)C)C, predict the reaction product. The product is: [Cl:12][C:13]1[N:18]=[C:17]([NH:1][C:2]2[CH:7]=[C:6]([O:8][CH3:9])[CH:5]=[CH:4][C:3]=2[CH2:10][OH:11])[CH:16]=[CH:15][N:14]=1. (4) Given the reactants [C:1]([C:3]1[C:4]([CH2:24][CH2:25][CH3:26])=[N:5][C:6]2[C:11]([C:12]=1[C:13]1[CH:18]=[CH:17][CH:16]=[CH:15][CH:14]=1)=[CH:10][C:9]([O:19][CH2:20][C:21]([NH2:23])=[O:22])=[CH:8][CH:7]=2)#[N:2].N.CO, predict the reaction product. The product is: [NH2:2][CH2:1][C:3]1[C:4]([CH2:24][CH2:25][CH3:26])=[N:5][C:6]2[C:11]([C:12]=1[C:13]1[CH:18]=[CH:17][CH:16]=[CH:15][CH:14]=1)=[CH:10][C:9]([O:19][CH2:20][C:21]([NH2:23])=[O:22])=[CH:8][CH:7]=2. (5) Given the reactants Br[C:2]1[CH:33]=[CH:32][C:5]([CH2:6][N:7]([C:21]2[C:26]([Cl:27])=[CH:25][C:24]([C:28]([F:31])([F:30])[F:29])=[CH:23][N:22]=2)[S:8]([C:11]2[CH:20]=[CH:19][C:14]([C:15]([O:17]C)=[O:16])=[CH:13][CH:12]=2)(=[O:10])=[O:9])=[CH:4][CH:3]=1.[CH3:34][O:35][C:36]1[N:41]=[CH:40][C:39](B(O)O)=[CH:38][CH:37]=1, predict the reaction product. The product is: [Cl:27][C:26]1[C:21]([N:7]([CH2:6][C:5]2[CH:32]=[CH:33][C:2]([C:39]3[CH:40]=[N:41][C:36]([O:35][CH3:34])=[CH:37][CH:38]=3)=[CH:3][CH:4]=2)[S:8]([C:11]2[CH:20]=[CH:19][C:14]([C:15]([OH:17])=[O:16])=[CH:13][CH:12]=2)(=[O:10])=[O:9])=[N:22][CH:23]=[C:24]([C:28]([F:31])([F:29])[F:30])[CH:25]=1. (6) Given the reactants Br[C:2]1[C:10]([Cl:11])=[CH:9][C:5]2[N:6]=[CH:7][O:8][C:4]=2[CH:3]=1.[NH2:12][C:13]1[CH:18]=[CH:17][C:16](B2OC(C)(C)C(C)(C)O2)=[CH:15][N:14]=1.[O-]P([O-])([O-])=O.[K+].[K+].[K+].CC(=O)OCC, predict the reaction product. The product is: [Cl:11][C:10]1[C:2]([C:16]2[CH:17]=[CH:18][C:13]([NH2:12])=[N:14][CH:15]=2)=[CH:3][C:4]2[O:8][CH:7]=[N:6][C:5]=2[CH:9]=1. (7) Given the reactants Br[C:2]1[CH:7]=[CH:6][CH:5]=[C:4]([N:8]2[CH2:12][CH2:11][CH2:10][CH2:9]2)[N:3]=1.[CH3:13][C:14]1[C:24]([CH3:25])=[C:17]2[N:18]=[C:19]([CH:22]=[CH2:23])[CH:20]=[CH:21][N:16]2[N:15]=1.C(N(CC)CC)C.C1(C)C=CC=CC=1P(C1C=CC=CC=1C)C1C=CC=CC=1C, predict the reaction product. The product is: [CH3:13][C:14]1[C:24]([CH3:25])=[C:17]2[N:18]=[C:19](/[CH:22]=[CH:23]/[C:2]3[CH:7]=[CH:6][CH:5]=[C:4]([N:8]4[CH2:12][CH2:11][CH2:10][CH2:9]4)[N:3]=3)[CH:20]=[CH:21][N:16]2[N:15]=1.